This data is from Forward reaction prediction with 1.9M reactions from USPTO patents (1976-2016). The task is: Predict the product of the given reaction. Given the reactants [C:1]1([Si:7](Cl)([C:14]2[CH:19]=[CH:18][CH:17]=[CH:16][CH:15]=2)[C:8]2[CH:13]=[CH:12][CH:11]=[CH:10][CH:9]=2)[CH:6]=[CH:5][CH:4]=[CH:3][CH:2]=1.[C@@H:21]1([N:29]2[CH:36]=[CH:35][C:33](=[O:34])[NH:32][C:30]2=[O:31])[O:28][C@H:25]([CH2:26][OH:27])[C@@H:23]([OH:24])[CH2:22]1.CO, predict the reaction product. The product is: [C:1]1([Si:7]([C:14]2[CH:19]=[CH:18][CH:17]=[CH:16][CH:15]=2)([C:8]2[CH:13]=[CH:12][CH:11]=[CH:10][CH:9]=2)[O:27][CH2:26][C@H:25]2[O:28][C@@H:21]([N:29]3[CH:36]=[CH:35][C:33](=[O:34])[NH:32][C:30]3=[O:31])[CH2:22][C@@H:23]2[OH:24])[CH:6]=[CH:5][CH:4]=[CH:3][CH:2]=1.